From a dataset of Forward reaction prediction with 1.9M reactions from USPTO patents (1976-2016). Predict the product of the given reaction. (1) Given the reactants [F:1][C:2]1[CH:7]=[CH:6][C:5]([CH:8]([CH3:13])[C:9]([NH:11][NH2:12])=[O:10])=[CH:4][CH:3]=1.Cl.[CH2:15]([N:17]([CH2:33][CH3:34])[CH2:18][CH2:19][C:20]1[C:21]([CH3:32])=[C:22]2[C:26](=[C:27]([CH3:29])[CH:28]=1)[NH:25][C:24](=[O:30])[C:23]2=O)[CH3:16], predict the reaction product. The product is: [CH2:33]([N:17]([CH2:15][CH3:16])[CH2:18][CH2:19][C:20]1[C:21]([CH3:32])=[C:22]2[C:26](=[C:27]([CH3:29])[CH:28]=1)[NH:25][C:24](=[O:30])/[C:23]/2=[N:12]\[NH:11][C:9](=[O:10])[CH:8]([C:5]1[CH:4]=[CH:3][C:2]([F:1])=[CH:7][CH:6]=1)[CH3:13])[CH3:34]. (2) Given the reactants [N+:1]([C:4]1[CH:5]=[C:6](F)[CH:7]=[CH:8][C:9]=1[N+:10]([O-:12])=[O:11])([O-:3])=[O:2].[C:14]([NH:17][C:18]1[CH:19]=[C:20]([OH:24])[CH:21]=[CH:22][CH:23]=1)(=[O:16])[CH3:15].C([O-])([O-])=O.[K+].[K+].CCOC(C)=O, predict the reaction product. The product is: [N+:1]([C:4]1[CH:5]=[C:6]([CH:7]=[CH:8][C:9]=1[N+:10]([O-:12])=[O:11])[O:24][C:20]1[CH:19]=[C:18]([NH:17][C:14](=[O:16])[CH3:15])[CH:23]=[CH:22][CH:21]=1)([O-:3])=[O:2]. (3) Given the reactants [CH3:1][O:2][C:3](=[O:16])[C:4]1[CH:9]=[C:8]([N+:10]([O-:12])=[O:11])[C:7]([NH2:13])=[C:6]([F:14])[C:5]=1F.[NH2:17][C:18]1[CH:23]=[CH:22][CH:21]=[CH:20][CH:19]=1, predict the reaction product. The product is: [CH3:1][O:2][C:3](=[O:16])[C:4]1[CH:9]=[C:8]([N+:10]([O-:12])=[O:11])[C:7]([NH2:13])=[C:6]([F:14])[C:5]=1[NH:17][C:18]1[CH:23]=[CH:22][CH:21]=[CH:20][CH:19]=1.